From a dataset of Experimentally validated miRNA-target interactions with 360,000+ pairs, plus equal number of negative samples. Binary Classification. Given a miRNA mature sequence and a target amino acid sequence, predict their likelihood of interaction. (1) The miRNA is hsa-miR-6893-5p with sequence CAGGCAGGUGUAGGGUGGAGC. The protein sequence of the target gene is MEPGRRGAAALLALLCVACALRAGRAQYERYSFRSFPRDELMPLESAYRHALDKYSGEHWAESVGYLEISLRLHRLLRDSEAFCHRNCSAAPQPEPAAGLASYPELRLFGGLLRRAHCLKRCKQGLPAFRQSQPSREVLADFQRREPYKFLQFAYFKANNLPKAIAAAHTFLLKHPDDEMMKRNMAYYKSLPGAEDYIKDLETKSYESLFIRAVRAYNGENWRTSITDMELALPDFFKAFYECLAACEGSREIKDFKDFYLSIADHYVEVLECKIQCEENLTPVIGGYPVEKFVATMYHY.... Result: 1 (interaction). (2) The protein sequence of the target gene is MSAAPLVGYSSSGSEDESEDGMRTRPGDGSHRRGQSPLPRQRFPVPDSVLNMFPGTEEGPEDDSTKHGGRVRTFPHERGNWATHVYVPYEAKEEFLDLLDVLLPHAQTYVPRLVRMKVFHLSLSQSVVLRHHWILPFVQALKARMTSFHRFFFTANQVKIYTNQEKTRTFIGLEVTSGHAQFLDLVSEVDRVMEEFNLTTFYQDPSFHLSLAWCVGDARLQLEGQCLQELQAIVDGFEDAEVLLRVHTEQVRCKSGNKFFSMPLK. The miRNA is hsa-miR-6859-5p with sequence GAGAGGAACAUGGGCUCAGGACA. Result: 1 (interaction). (3) The miRNA is hsa-miR-6865-3p with sequence ACACCCUCUUUCCCUACCGCC. The protein sequence of the target gene is MRSAAVLALLLCAGQVTALPVNSPMNKGDTEVMKCIVEVISDTLSKPSPMPVSQECFETLRGDERILSILRHQNLLKELQDLALQGAKERAHQQKKHSGFEDELSEVLENQSSQAELKEAVEEPSSKDVMEKREDSKEAEKSGEATDGARPQALPEPMQESKAEGNNQAPGEEEEEEEEATNTHPPASLPSQKYPGPQAEGDSEGLSQGLVDREKGLSAEPGWQAKREEEEEEEEEAEAGEEAVPEEEGPTVVLNPHPSLGYKEIRKGESRSEALAVDGAGKPGAEEAQDPEGKGEQEHS.... Result: 0 (no interaction). (4) The miRNA is mmu-miR-449a-5p with sequence UGGCAGUGUAUUGUUAGCUGGU. The protein sequence of the target gene is MSTIAAFYGGKSILITGATGFLGKVLMEKLFRTSPDLKVIYILVRPKAGQTLQQRVFQILDSKLFEKVKEVCPNVHEKIRAIYADLNQNDFAISKEDMQELLSCTNIIFHCAATVRFDDTLRHAVQLNVTATRQLLLMASQMPKLEAFIHISTAYSNCNLKHIDEVIYPCPVEPKKIIDSLEWLDDAIIDEITPKLIRDWPNIYTYTKALGEMVVQQESRNLNIAIIRPSIVGATWQEPFPGWVDNINGPNGIIIATGKGFLRAIKATPMAVADVIPVDTVVNLMLAVGWYTAVHRPKST.... Result: 0 (no interaction).